Predict the reaction yield, written as a fraction of the theoretical maximum amount of product (1.0 means a 100% yield; for example, 0.34 means a 34% yield). From a dataset of Reaction yield outcomes from USPTO patents with 853,638 reactions. (1) The product is [F:10][C:11]1[CH:12]=[CH:13][C:14]([C:17]([CH3:21])([CH3:20])[CH2:18][NH:19][C:2]2[CH:9]=[CH:8][C:5]([C:6]#[N:7])=[CH:4][N:3]=2)=[CH:15][CH:16]=1. The reactants are Cl[C:2]1[CH:9]=[CH:8][C:5]([C:6]#[N:7])=[CH:4][N:3]=1.[F:10][C:11]1[CH:16]=[CH:15][C:14]([C:17]([CH3:21])([CH3:20])[CH2:18][NH2:19])=[CH:13][CH:12]=1.C(=O)([O-])[O-].[K+].[K+]. The yield is 0.270. The catalyst is C(O)(C)C. (2) The reactants are [CH2:1]([N:3]([CH2:9][CH3:10])[CH:4]1[CH2:8][CH2:7][NH:6][CH2:5]1)[CH3:2].Cl[C:12]1[N:13]=[CH:14][C:15]([C:18]([NH:20][C:21]2[NH:22][N:23]=[C:24]([CH2:26][CH2:27][C:28]3[CH:33]=[C:32]([O:34][CH3:35])[CH:31]=[C:30]([O:36][CH3:37])[CH:29]=3)[CH:25]=2)=[O:19])=[N:16][CH:17]=1. The catalyst is CS(C)=O.CO. The product is [CH2:1]([N:3]([CH2:9][CH3:10])[CH:4]1[CH2:8][CH2:7][N:6]([C:12]2[N:13]=[CH:14][C:15]([C:18]([NH:20][C:21]3[NH:22][N:23]=[C:24]([CH2:26][CH2:27][C:28]4[CH:33]=[C:32]([O:34][CH3:35])[CH:31]=[C:30]([O:36][CH3:37])[CH:29]=4)[CH:25]=3)=[O:19])=[N:16][CH:17]=2)[CH2:5]1)[CH3:2]. The yield is 0.820. (3) The reactants are [CH2:1]([O:8][C:9]1[CH:14]=[CH:13][N:12]=[C:11]([NH2:15])[CH:10]=1)[C:2]1[CH:7]=[CH:6][CH:5]=[CH:4][CH:3]=1.[CH2:16]([OH:18])C.[CH3:19][C:20]([OH:23])([CH3:22])[CH3:21]. No catalyst specified. The yield is 0.850. The product is [CH2:1]([O:8][C:9]1[CH:14]=[CH:13][N:12]=[C:11]([NH:15][C:16](=[O:18])[O:23][C:20]([CH3:22])([CH3:21])[CH3:19])[CH:10]=1)[C:2]1[CH:3]=[CH:4][CH:5]=[CH:6][CH:7]=1. (4) The catalyst is O1CCCC1. The product is [CH2:1]([O:8][C:9](=[O:25])[CH2:10][C:11]1[CH:16]=[C:15]([O:17][CH3:18])[C:14]([O:19][CH3:20])=[CH:13][C:12]=1[S:21]([N:33]1[CH2:38][CH2:37][O:36][CH2:35][CH2:34]1)(=[O:23])=[O:22])[C:2]1[CH:7]=[CH:6][CH:5]=[CH:4][CH:3]=1. The reactants are [CH2:1]([O:8][C:9](=[O:25])[CH2:10][C:11]1[CH:16]=[C:15]([O:17][CH3:18])[C:14]([O:19][CH3:20])=[CH:13][C:12]=1[S:21](Cl)(=[O:23])=[O:22])[C:2]1[CH:7]=[CH:6][CH:5]=[CH:4][CH:3]=1.C(N(CC)CC)C.[NH:33]1[CH2:38][CH2:37][O:36][CH2:35][CH2:34]1.O. The yield is 0.602. (5) The reactants are [F:1][C:2]1[C:3]([O:33]C)=[C:4]2[C:9](=[CH:10][C:11]=1[CH3:12])[CH:8]([NH:13][C:14]1[CH:23]=[CH:22][C:21]([F:24])=[C:20]3[C:15]=1[CH:16]=[N:17][C:18]([CH3:25])=[N:19]3)[C:7]([C:27]([F:30])([F:29])[F:28])([OH:26])[CH2:6][C:5]2([CH3:32])[CH3:31].B(Br)(Br)Br.C(=O)(O)[O-].[Na+]. The catalyst is ClCCl. The product is [F:1][C:2]1[C:11]([CH3:12])=[CH:10][C:9]2[CH:8]([NH:13][C:14]3[CH:23]=[CH:22][C:21]([F:24])=[C:20]4[C:15]=3[CH:16]=[N:17][C:18]([CH3:25])=[N:19]4)[C:7]([C:27]([F:28])([F:29])[F:30])([OH:26])[CH2:6][C:5]([CH3:31])([CH3:32])[C:4]=2[C:3]=1[OH:33]. The yield is 0.615. (6) The reactants are [H-].[Na+].[Br:3][C:4]1[CH:9]=[CH:8][C:7]([OH:10])=[CH:6][CH:5]=1.F[C:12]1[CH:13]=[CH:14][C:15]([N+:20]([O-:22])=[O:21])=[C:16]([CH:19]=1)[CH:17]=[O:18]. The catalyst is CS(C)=O.[Cl-].[Na+].O. The product is [N+:20]([C:15]1[CH:14]=[CH:13][C:12]([O:10][C:7]2[CH:8]=[CH:9][C:4]([Br:3])=[CH:5][CH:6]=2)=[CH:19][C:16]=1[CH:17]=[O:18])([O-:22])=[O:21]. The yield is 0.423.